This data is from Reaction yield outcomes from USPTO patents with 853,638 reactions. The task is: Predict the reaction yield, written as a fraction of the theoretical maximum amount of product (1.0 means a 100% yield; for example, 0.34 means a 34% yield). (1) The reactants are [NH2:1][C:2]1[CH:3]=[CH:4][C:5]2[O:9][CH2:8][CH2:7][C:6]=2[CH:10]=1.[CH3:11][C:12](O)=[O:13]. The catalyst is CC(OC(C)=O)=O. The product is [C:12]([NH:1][C:2]1[CH:3]=[CH:4][C:5]2[O:9][CH2:8][CH2:7][C:6]=2[CH:10]=1)(=[O:13])[CH3:11]. The yield is 0.880. (2) The reactants are [F:1][C:2]1[CH:7]=[C:6]([O:8][CH3:9])[C:5]([F:10])=[CH:4][C:3]=1B(O)O.I[C:15]1[C:23]2[C:18](=[N:19][CH:20]=[N:21][C:22]=2[NH2:24])[N:17]([CH:25]([CH3:27])[CH3:26])[N:16]=1.C([O-])([O-])=O.[Na+].[Na+]. The catalyst is CCO.COCCOC.C1C=CC([P]([Pd]([P](C2C=CC=CC=2)(C2C=CC=CC=2)C2C=CC=CC=2)([P](C2C=CC=CC=2)(C2C=CC=CC=2)C2C=CC=CC=2)[P](C2C=CC=CC=2)(C2C=CC=CC=2)C2C=CC=CC=2)(C2C=CC=CC=2)C2C=CC=CC=2)=CC=1. The product is [F:1][C:2]1[CH:7]=[C:6]([O:8][CH3:9])[C:5]([F:10])=[CH:4][C:3]=1[C:15]1[C:23]2[C:18](=[N:19][CH:20]=[N:21][C:22]=2[NH2:24])[N:17]([CH:25]([CH3:27])[CH3:26])[N:16]=1. The yield is 0.170.